Dataset: Full USPTO retrosynthesis dataset with 1.9M reactions from patents (1976-2016). Task: Predict the reactants needed to synthesize the given product. (1) Given the product [CH2:1]([NH:8][C:9]([C:11]1[CH:20]=[CH:19][C:18]2[C:13](=[C:14]([C:25]3[CH:26]=[CH:27][CH:28]=[CH:29][C:24]=3[O:23][CH3:22])[CH:15]=[N:16][CH:17]=2)[N:12]=1)=[O:10])[C:2]1[CH:7]=[CH:6][CH:5]=[CH:4][CH:3]=1, predict the reactants needed to synthesize it. The reactants are: [CH2:1]([NH:8][C:9]([C:11]1[CH:20]=[CH:19][C:18]2[C:13](=[C:14](Br)[CH:15]=[N:16][CH:17]=2)[N:12]=1)=[O:10])[C:2]1[CH:7]=[CH:6][CH:5]=[CH:4][CH:3]=1.[CH3:22][O:23][C:24]1[CH:29]=[CH:28][CH:27]=[CH:26][C:25]=1B(O)O.C(=O)([O-])[O-].[Cs+].[Cs+]. (2) Given the product [C:6]([C@@H:4]([C@H:2]([C:1]([OH:10])=[O:9])[OH:3])[OH:5])([OH:8])=[O:7].[F:11][C:12]1[CH:13]=[CH:14][C:15]([CH3:36])=[C:16]([CH:35]=1)[CH2:17][O:18][C@@H:19]1[C:23]2[N:24]=[C:25]([N:28]3[CH2:33][CH2:32][NH:31][CH2:30][C@H:29]3[CH3:34])[CH:26]=[CH:27][C:22]=2[CH2:21][CH2:20]1, predict the reactants needed to synthesize it. The reactants are: [C:1]([OH:10])(=[O:9])[C@@H:2]([C@H:4]([C:6]([OH:8])=[O:7])[OH:5])[OH:3].[F:11][C:12]1[CH:13]=[CH:14][C:15]([CH3:36])=[C:16]([CH:35]=1)[CH2:17][O:18][C@@H:19]1[C:23]2=[N:24][C:25]([N:28]3[CH2:33][CH2:32][NH:31][CH2:30][C@H:29]3[CH3:34])=[CH:26][CH:27]=[C:22]2[CH2:21][CH2:20]1. (3) Given the product [C:16]([NH:15][C:12]1[S:13][CH:14]=[C:10]([CH2:9][CH2:8][C:5]2[CH:6]=[CH:7][C:2]([NH:1][CH2:20][CH2:21][NH:22][C:23](=[O:29])[O:24][C:25]([CH3:28])([CH3:27])[CH3:26])=[CH:3][CH:4]=2)[N:11]=1)(=[O:18])[CH3:17], predict the reactants needed to synthesize it. The reactants are: [NH2:1][C:2]1[CH:7]=[CH:6][C:5]([CH2:8][CH2:9][C:10]2[N:11]=[C:12]([NH:15][C:16](=[O:18])[CH3:17])[S:13][CH:14]=2)=[CH:4][CH:3]=1.Br[CH2:20][CH2:21][NH:22][C:23](=[O:29])[O:24][C:25]([CH3:28])([CH3:27])[CH3:26].C(N(CC)C(C)C)(C)C.O. (4) Given the product [Br-:1].[OH:12][C:6]1[CH:7]=[C:8]([OH:11])[CH:9]=[CH:10][C:5]=1[C:3](=[O:4])[CH2:2][N+:15]1[C:14]([CH3:13])=[C:18]([CH3:19])[S:17][CH:16]=1, predict the reactants needed to synthesize it. The reactants are: [Br:1][CH2:2][C:3]([C:5]1[CH:10]=[CH:9][C:8]([OH:11])=[CH:7][C:6]=1[OH:12])=[O:4].[CH3:13][C:14]1[N:15]=[CH:16][S:17][C:18]=1[CH3:19].COC(C)(C)C. (5) The reactants are: [CH:1]1([NH:4][C:5]([C:7]2[CH:8]=[C:9]([F:31])[C:10]([CH3:30])=[C:11]([C:13]3[C:14]([C:27](O)=[O:28])=[CH:15][C:16]([C:19]([NH:21][CH2:22][C:23]([CH3:26])([CH3:25])[CH3:24])=[O:20])=[CH:17][CH:18]=3)[CH:12]=2)=[O:6])[CH2:3][CH2:2]1.CN(C(O[N:40]1N=[N:47][C:42]2[CH:43]=[CH:44][CH:45]=[CH:46][C:41]1=2)=[N+](C)C)C.F[P-](F)(F)(F)(F)F.CCN(CC)CC.NCCCCCC#N. Given the product [C:41]([CH2:46][CH2:45][CH2:44][CH2:43][CH2:42][NH:47][C:27]([C:14]1[C:13]([C:11]2[C:10]([CH3:30])=[C:9]([F:31])[CH:8]=[C:7]([C:5]([NH:4][CH:1]3[CH2:2][CH2:3]3)=[O:6])[CH:12]=2)=[CH:18][CH:17]=[C:16]([C:19]([NH:21][CH2:22][C:23]([CH3:25])([CH3:24])[CH3:26])=[O:20])[CH:15]=1)=[O:28])#[N:40], predict the reactants needed to synthesize it.